From a dataset of Catalyst prediction with 721,799 reactions and 888 catalyst types from USPTO. Predict which catalyst facilitates the given reaction. (1) Reactant: [CH3:1][C:2]1[N:3]=[CH:4][O:5][C:6]=1[C:7]1[CH2:12][CH2:11][C@@H:10]([C:13]([CH3:15])=[CH2:14])[CH2:9][CH:8]=1.[Li+].C[Si]([N-][Si](C)(C)C)(C)C.[Cl:26]C(Cl)(Cl)C(Cl)(Cl)Cl. Product: [Cl:26][C:4]1[O:5][C:6]([C:7]2[CH2:12][CH2:11][C@@H:10]([C:13]([CH3:15])=[CH2:14])[CH2:9][CH:8]=2)=[C:2]([CH3:1])[N:3]=1. The catalyst class is: 116. (2) Reactant: C[O:2][C:3](=[O:38])[C:4]1[CH:9]=[CH:8][C:7]([S:10](=[O:29])(=[O:28])[NH:11][CH:12]([CH2:20][C:21]([O:23][C:24]([CH3:27])([CH3:26])[CH3:25])=[O:22])[CH:13]([O:17][CH2:18][CH3:19])[O:14][CH2:15][CH3:16])=[C:6]([O:30][CH2:31][C:32]2[CH:37]=[CH:36][CH:35]=[CH:34][CH:33]=2)[CH:5]=1.[OH-].[Li+].Cl. Product: [CH2:31]([O:30][C:6]1[CH:5]=[C:4]([CH:9]=[CH:8][C:7]=1[S:10](=[O:28])(=[O:29])[NH:11][CH:12]([CH2:20][C:21]([O:23][C:24]([CH3:27])([CH3:26])[CH3:25])=[O:22])[CH:13]([O:17][CH2:18][CH3:19])[O:14][CH2:15][CH3:16])[C:3]([OH:38])=[O:2])[C:32]1[CH:37]=[CH:36][CH:35]=[CH:34][CH:33]=1. The catalyst class is: 13. (3) Reactant: C([O:3][C:4]([C:6]1([CH3:25])[CH:10]([C:11]2[CH:16]=[CH:15][C:14]([Cl:17])=[CH:13][CH:12]=2)[CH2:9][N:8]([CH2:18][C:19]2[CH:24]=[CH:23][CH:22]=[CH:21][CH:20]=2)[CH2:7]1)=O)C.[H-].[H-].[H-].[H-].[Li+].[Al+3]. Product: [CH2:18]([N:8]1[CH2:9][CH:10]([C:11]2[CH:12]=[CH:13][C:14]([Cl:17])=[CH:15][CH:16]=2)[C:6]([CH2:4][OH:3])([CH3:25])[CH2:7]1)[C:19]1[CH:20]=[CH:21][CH:22]=[CH:23][CH:24]=1. The catalyst class is: 1. (4) Reactant: [C@@H:1]1([N:9]2[CH:17]=[C:15]([CH3:16])[C:13](=[O:14])[NH:12][C:10]2=[O:11])[O:8][C@H:5]([CH2:6][OH:7])[C@@H:3]([OH:4])[CH2:2]1.[CH3:18][C:19]([Si:22](Cl)([CH3:24])[CH3:23])([CH3:21])[CH3:20]. Product: [Si:22]([O:7][CH2:6][C@H:5]1[O:8][C@@H:1]([N:9]2[CH:17]=[C:15]([CH3:16])[C:13](=[O:14])[NH:12][C:10]2=[O:11])[CH2:2][C@@H:3]1[OH:4])([C:19]([CH3:21])([CH3:20])[CH3:18])([CH3:24])[CH3:23]. The catalyst class is: 2.